From a dataset of Reaction yield outcomes from USPTO patents with 853,638 reactions. Predict the reaction yield, written as a fraction of the theoretical maximum amount of product (1.0 means a 100% yield; for example, 0.34 means a 34% yield). (1) The reactants are [C:1]([O:5][C:6]([N:8]1[CH2:13][CH2:12][CH:11]([O:14][C:15]2[CH:20]=[CH:19][C:18]([N+:21]([O-:23])=[O:22])=[CH:17][C:16]=2[C:24]([O:26]CC)=[O:25])[CH2:10][CH2:9]1)=[O:7])([CH3:4])([CH3:3])[CH3:2].[OH-].[K+]. The catalyst is C(O)C. The product is [C:1]([O:5][C:6]([N:8]1[CH2:9][CH2:10][CH:11]([O:14][C:15]2[CH:20]=[CH:19][C:18]([N+:21]([O-:23])=[O:22])=[CH:17][C:16]=2[C:24]([OH:26])=[O:25])[CH2:12][CH2:13]1)=[O:7])([CH3:4])([CH3:2])[CH3:3]. The yield is 0.960. (2) The reactants are [C:1]([C:3]1[CH:8]=[CH:7][C:6](Br)=[CH:5][C:4]=1[F:10])#[N:2].[NH:11]1[C:19]2[C:14](=[CH:15][CH:16]=[CH:17][CH:18]=2)[C:13]2([CH2:24][CH:23](B(O)O)[CH2:22][CH2:21][CH2:20]2)[C:12]1=[O:28].C([O-])(=O)C.[Na+].[OH-].[Na+]. The catalyst is COCCOC.O.C1C=CC([P]([Pd]([P](C2C=CC=CC=2)(C2C=CC=CC=2)C2C=CC=CC=2)([P](C2C=CC=CC=2)(C2C=CC=CC=2)C2C=CC=CC=2)[P](C2C=CC=CC=2)(C2C=CC=CC=2)C2C=CC=CC=2)(C2C=CC=CC=2)C2C=CC=CC=2)=CC=1. The product is [C:1]([C:3]1[CH:8]=[CH:7][C:6]([C:16]2[CH:15]=[C:14]3[C:19](=[CH:18][CH:17]=2)[NH:11][C:12](=[O:28])[C:13]23[CH2:24][CH2:23][CH2:22][CH2:21][CH2:20]2)=[CH:5][C:4]=1[F:10])#[N:2]. The yield is 0.370.